Dataset: Experimentally validated miRNA-target interactions with 360,000+ pairs, plus equal number of negative samples. Task: Binary Classification. Given a miRNA mature sequence and a target amino acid sequence, predict their likelihood of interaction. (1) The miRNA is hsa-miR-4803 with sequence UAACAUAAUAGUGUGGAUUGA. The protein sequence of the target gene is MASVLSYESLVHAVAGAVGSVTAMTVFFPLDTARLRLQVDEKRKSKTTHMVLLEIIKEEGLLAPYRGWFPVISSLCCSNFVYFYTFNSLKALWVKGQHSTTGKDLVVGFVAGVVNVLLTTPLWVVNTRLKLQGAKFRNEDIVPTNYKGIIDAFHQIIRDEGISALWNGTFPSLLLVFNPAIQFMFYEGLKRQLLKKRMKLSSLDVFIIGAVAKAIATTVTYPLQTVQSILRFGRHRLNPENRTLGSLRNILYLLHQRVRRFGIMGLYKGLEAKLLQTVLTAALMFLVYEKLTAATFTVMG.... Result: 0 (no interaction). (2) The miRNA is hsa-miR-6874-3p with sequence CAGUUCUGCUGUUCUGACUCUAG. The protein sequence of the target gene is MEETEKKVATQEGRFFSKMKVFLMSLTCAYLAKSLSGVYMNSMLTQIERQFGIPTSVVGFITGSFEIGNLLLIVFVSYFGRKLHRPIIIGVGCVVMGLGCFLMASPHFLMGRYKYETTISPTSNLSSNSFLCIENRTQTLKPTQDPTECVKEIKSLMWIYVLIGNTMRGIGETPIMPLGISYIEDFAKSENSPLYIGILEMGKIVGPIIGLLLGSFFARVYVDIGSVNTDDLTITPTDTRWVGAWWIGFLVCAGVNILTSIPFFFFPKTLPKKELQDNVDVTKYEKVEKHRERAKKENLG.... Result: 0 (no interaction).